Dataset: Full USPTO retrosynthesis dataset with 1.9M reactions from patents (1976-2016). Task: Predict the reactants needed to synthesize the given product. (1) Given the product [C:17]([OH:30])(=[O:29])[CH:18]=[CH2:19].[NH2:3][C:2]([O:64][CH2:63][CH3:62])=[O:1], predict the reactants needed to synthesize it. The reactants are: [O:1]=[C:2]=[N:3]C1CC(C)(C)CC(C)(CN=C=O)C1.[C:17]([O-:30])(=[O:29])[CH2:18][CH2:19]CCCCCCCCC.[C:17]([O-:30])(=[O:29])[CH2:18][CH2:19]CCCCCCCCC.C([Sn+2]CCCC)CCC.C(C1[C:63]([OH:64])=[C:62](C(C)(C)C)C=C(C)C=1)(C)(C)C.C(OCCO)(=O)C=C.CCCCO[C@H](CO)CC. (2) Given the product [OH:8][CH2:9][CH2:10][CH2:11][N:12]1[C:21]2[CH:20]=[CH:19][CH:18]=[CH:17][C:16]=2[C:15]2[NH:22][N:23]=[C:24]([CH3:25])[C:14]=2[C:13]1=[O:26], predict the reactants needed to synthesize it. The reactants are: C([O:8][CH2:9][CH2:10][CH2:11][N:12]1[C:21]2[CH:20]=[CH:19][CH:18]=[CH:17][C:16]=2[C:15]2[NH:22][N:23]=[C:24]([CH3:25])[C:14]=2[C:13]1=[O:26])C1C=CC=CC=1.C(Cl)Cl.C(O)C.[H][H].